This data is from Full USPTO retrosynthesis dataset with 1.9M reactions from patents (1976-2016). The task is: Predict the reactants needed to synthesize the given product. (1) Given the product [CH:10]1[CH:11]=[C:12]([OH:14])[CH:13]=[C:8]([CH2:7][C@H:2]([NH2:1])[C:3]([OH:5])=[O:4])[CH:9]=1, predict the reactants needed to synthesize it. The reactants are: [NH2:1][C@@H:2]([CH2:7][C:8]1[CH:13]=[C:12]([OH:14])[CH:11]=[C:10](F)[CH:9]=1)[C:3]([O:5]C)=[O:4].BrC1C=C(OC)C=C(F)C=1.NC(CC1C=C(O)C=C(F)C=1)C(OC)=O. (2) Given the product [C:25]([O:29][C:30]([NH:32][CH2:33][C:34]([NH:38][CH:39]([CH:44]([OH:46])[CH3:45])[C:40]([O:42][CH3:43])=[O:41])=[O:36])=[O:31])([CH3:26])([CH3:27])[CH3:28], predict the reactants needed to synthesize it. The reactants are: CN(C(ON1N=NC2C=CC=NC1=2)=[N+](C)C)C.F[P-](F)(F)(F)(F)F.[C:25]([O:29][C:30]([NH:32][CH2:33][C:34]([OH:36])=O)=[O:31])([CH3:28])([CH3:27])[CH3:26].Cl.[NH2:38][C@@H:39]([C@H:44]([OH:46])[CH3:45])[C:40]([O:42][CH3:43])=[O:41].CCN(C(C)C)C(C)C. (3) Given the product [CH3:1][O:2][C:3]1[CH:8]=[CH:7][C:6]([O:9][CH3:10])=[CH:5][C:4]=1[NH:11][C:12]1[C:21]([NH:22][S:29]([C:27]2[N:26]=[CH:25][N:24]([CH3:23])[CH:28]=2)(=[O:31])=[O:30])=[N:20][C:19]2[C:14]([N:13]=1)=[CH:15][CH:16]=[CH:17][CH:18]=2, predict the reactants needed to synthesize it. The reactants are: [CH3:1][O:2][C:3]1[CH:8]=[CH:7][C:6]([O:9][CH3:10])=[CH:5][C:4]=1[NH:11][C:12]1[C:21]([NH2:22])=[N:20][C:19]2[C:14](=[CH:15][CH:16]=[CH:17][CH:18]=2)[N:13]=1.[CH3:23][N:24]1[CH:28]=[C:27]([S:29](Cl)(=[O:31])=[O:30])[N:26]=[CH:25]1. (4) Given the product [CH3:16][O:17][C:18]([NH:20][C@H:21]([C:25]([N:1]1[C:5]2([CH2:6][CH2:7][O:8][CH2:9][CH2:10]2)[CH2:4][CH2:3][CH:2]1[C:11]([O:13][CH2:14][CH3:15])=[O:12])=[O:26])[CH:22]([CH3:23])[CH3:24])=[O:19], predict the reactants needed to synthesize it. The reactants are: [NH:1]1[C:5]2([CH2:10][CH2:9][O:8][CH2:7][CH2:6]2)[CH2:4][CH2:3][CH:2]1[C:11]([O:13][CH2:14][CH3:15])=[O:12].[CH3:16][O:17][C:18]([NH:20][C@H:21]([C:25](Cl)=[O:26])[CH:22]([CH3:24])[CH3:23])=[O:19]. (5) Given the product [Cl:1][C:2]1[N:7]=[C:6]([N:8]2[CH2:12][CH2:11][C@:10]([CH2:15][CH3:16])([C:13]#[N:14])[C:9]2=[O:17])[CH:5]=[CH:4][N:3]=1, predict the reactants needed to synthesize it. The reactants are: [Cl:1][C:2]1[N:7]=[C:6]([N:8]2[CH2:12][CH2:11][C:10]([CH2:15][CH3:16])([C:13]#[N:14])[C:9]2=[O:17])[CH:5]=[CH:4][N:3]=1. (6) Given the product [CH:1]1([CH2:7][O:8][C:9]2[CH:14]=[C:13]([O:15][CH2:16][CH2:17][O:18][CH3:19])[CH:12]=[CH:11][C:10]=2/[CH:20]=[CH:21]/[C:22]([NH:45][S:42]([CH2:37][CH2:38][CH2:39][CH2:40][CH3:41])(=[O:44])=[O:43])=[O:24])[CH2:2][CH2:3][CH2:4][CH2:5][CH2:6]1, predict the reactants needed to synthesize it. The reactants are: [CH:1]1([CH2:7][O:8][C:9]2[CH:14]=[C:13]([O:15][CH2:16][CH2:17][O:18][CH3:19])[CH:12]=[CH:11][C:10]=2/[CH:20]=[CH:21]/[C:22]([OH:24])=O)[CH2:6][CH2:5][CH2:4][CH2:3][CH2:2]1.Cl.C(N=C=NCCCN(C)C)C.[CH2:37]([S:42]([NH2:45])(=[O:44])=[O:43])[CH2:38][CH2:39][CH2:40][CH3:41]. (7) Given the product [C:17]([O:16][C:14](=[O:15])[CH2:13][CH2:12][CH2:11][CH2:10][CH2:9][CH:8]([NH:21][C:22](=[O:24])[CH3:23])[C:7]([OH:25])=[O:6])([CH3:20])([CH3:18])[CH3:19], predict the reactants needed to synthesize it. The reactants are: O[Li].O.C([O:6][C:7](=[O:25])[CH:8]([NH:21][C:22](=[O:24])[CH3:23])[CH2:9][CH2:10][CH2:11][CH2:12][CH2:13][C:14]([O:16][C:17]([CH3:20])([CH3:19])[CH3:18])=[O:15])C.C(O)(=O)CC(CC(O)=O)(C(O)=O)O. (8) Given the product [C:29]1([CH3:30])[CH:31]=[CH:32][C:26]([S:23]([O:22][CH:11]([CH2:10][CH2:9][CH2:8][CH2:7][CH2:6][CH2:5][CH2:4][CH2:3][CH2:2][CH3:1])[CH2:12][CH2:13][CH2:14][CH2:15][CH2:16][CH2:17][CH2:18][CH2:19][CH2:20][CH3:21])(=[O:25])=[O:24])=[CH:27][CH:28]=1, predict the reactants needed to synthesize it. The reactants are: [CH3:1][CH2:2][CH2:3][CH2:4][CH2:5][CH2:6][CH2:7][CH2:8][CH2:9][CH2:10][CH:11]([OH:22])[CH2:12][CH2:13][CH2:14][CH2:15][CH2:16][CH2:17][CH2:18][CH2:19][CH2:20][CH3:21].[S:23](Cl)([C:26]1[CH:32]=[CH:31][C:29]([CH3:30])=[CH:28][CH:27]=1)(=[O:25])=[O:24]. (9) The reactants are: [Br:1][C:2]1[CH:7]=[CH:6][C:5]([OH:8])=[CH:4][CH:3]=1.I[C:10]1[CH:18]=[CH:17][C:16]([I:19])=[CH:15][C:11]=1[C:12]([OH:14])=[O:13].C([O-])([O-])=O.[Cs+].[Cs+]. Given the product [Br:1][C:2]1[CH:7]=[CH:6][C:5]([O:8][C:10]2[CH:18]=[CH:17][C:16]([I:19])=[CH:15][C:11]=2[C:12]([OH:14])=[O:13])=[CH:4][CH:3]=1, predict the reactants needed to synthesize it.